Task: Predict the reactants needed to synthesize the given product.. Dataset: Full USPTO retrosynthesis dataset with 1.9M reactions from patents (1976-2016) (1) Given the product [F:1][C:2]1[CH:3]=[C:4]2[C:9](=[CH:10][CH:11]=1)[N:8]=[C:7]([CH:12]([OH:14])[CH3:13])[C:6]([C:15]1[CH:16]=[N:17][CH:18]=[C:19]([F:21])[CH:20]=1)=[CH:5]2, predict the reactants needed to synthesize it. The reactants are: [F:1][C:2]1[CH:3]=[C:4]2[C:9](=[CH:10][CH:11]=1)[N:8]=[C:7]([C:12](=[O:14])[CH3:13])[C:6]([C:15]1[CH:16]=[N:17][CH:18]=[C:19]([F:21])[CH:20]=1)=[CH:5]2.[BH4-].[Na+]. (2) Given the product [CH2:1]([CH:8]1[CH2:9][CH2:10][N:11]([CH:14]([CH3:21])[CH2:15][CH2:16][OH:17])[CH2:12][CH2:13]1)[C:2]1[CH:7]=[CH:6][CH:5]=[CH:4][CH:3]=1, predict the reactants needed to synthesize it. The reactants are: [CH2:1]([CH:8]1[CH2:13][CH2:12][N:11]([CH:14]([CH3:21])[CH2:15][C:16](OCC)=[O:17])[CH2:10][CH2:9]1)[C:2]1[CH:7]=[CH:6][CH:5]=[CH:4][CH:3]=1.C(C1CCNCC1)C1C=CC=CC=1.C(OCC)(=O)/C=C/C. (3) Given the product [ClH:18].[NH2:17][CH2:2][C:3]([C:5]1[CH:10]=[CH:9][CH:8]=[C:7]([C:11]([F:14])([F:13])[F:12])[CH:6]=1)=[O:4], predict the reactants needed to synthesize it. The reactants are: Br[CH2:2][C:3]([C:5]1[CH:10]=[CH:9][CH:8]=[C:7]([C:11]([F:14])([F:13])[F:12])[CH:6]=1)=[O:4].C(#[N:17])C.[ClH:18].C(O)C. (4) Given the product [F:1][C:2]1[CH:3]=[C:4]([N:22]2[CH2:26][C@H:25]([CH2:27][N:28]3[CH:32]=[CH:31][N:30]=[N:29]3)[O:24][C:23]2=[O:33])[CH:5]=[CH:6][C:7]=1[C:8]1[CH:13]=[CH:12][C:11]([C:14]2[CH2:18][C@@H:17]([CH2:19][N:20]([CH3:21])[C:44](=[O:46])[CH2:43][N:42]([CH3:47])[CH2:41][C:40]([O:39][C:35]([CH3:36])([CH3:37])[CH3:38])=[O:48])[O:16][N:15]=2)=[N:10][CH:9]=1, predict the reactants needed to synthesize it. The reactants are: [F:1][C:2]1[CH:3]=[C:4]([N:22]2[CH2:26][C@H:25]([CH2:27][N:28]3[CH:32]=[CH:31][N:30]=[N:29]3)[O:24][C:23]2=[O:33])[CH:5]=[CH:6][C:7]=1[C:8]1[CH:9]=[N:10][C:11]([C:14]2[CH2:18][C@@H:17]([CH2:19][NH:20][CH3:21])[O:16][N:15]=2)=[CH:12][CH:13]=1.[Na+].[C:35]([O:39][C:40](=[O:48])[CH2:41][N:42]([CH3:47])[CH2:43][C:44]([O-:46])=O)([CH3:38])([CH3:37])[CH3:36].Cl.CN(C)CCCN=C=NCC.CN(C=O)C. (5) Given the product [Cl:1][CH2:2][CH:3]([C:5]1[CH:6]=[C:7]2[C:12](=[CH:13][CH:14]=1)[NH:11][C:10](=[O:15])[CH2:9][CH2:8]2)[OH:4], predict the reactants needed to synthesize it. The reactants are: [Cl:1][CH2:2][C:3]([C:5]1[CH:6]=[C:7]2[C:12](=[CH:13][CH:14]=1)[NH:11][C:10](=[O:15])[CH2:9][CH2:8]2)=[O:4].C(O)=O.C(N(CC)CC)C. (6) Given the product [F:23][C:24]1[CH:25]=[C:26]([C:30]2([CH:43]=[O:44])[CH2:31][CH2:32][N:33]([C:36]([O:38][C:39]([CH3:40])([CH3:41])[CH3:42])=[O:37])[CH2:34][CH2:35]2)[CH:27]=[CH:28][CH:29]=1, predict the reactants needed to synthesize it. The reactants are: ClC1C=C(C2(CO)CCN(C(OC(C)(C)C)=O)CC2)C=CC=1.[F:23][C:24]1[CH:25]=[C:26]([C:30]2([CH2:43][OH:44])[CH2:35][CH2:34][N:33]([C:36]([O:38][C:39]([CH3:42])([CH3:41])[CH3:40])=[O:37])[CH2:32][CH2:31]2)[CH:27]=[CH:28][CH:29]=1.